This data is from Reaction yield outcomes from USPTO patents with 853,638 reactions. The task is: Predict the reaction yield, written as a fraction of the theoretical maximum amount of product (1.0 means a 100% yield; for example, 0.34 means a 34% yield). (1) The product is [CH:28]1([CH2:33][CH:34]([C:38]2[CH:43]=[CH:42][C:41]([C:44]([F:45])([F:47])[F:46])=[C:40]([F:48])[CH:39]=2)[C:35]([NH:49][C:50]2[S:51][CH:52]=[CH:53][N:54]=2)=[O:37])[CH2:29][CH2:30][CH2:31][CH2:32]1. The reactants are C1(P(C2C=CC=CC=2)C2C=CC=CC=2)C=CC=CC=1.BrN1C(=O)CCC1=O.[CH:28]1([CH2:33][CH:34]([C:38]2[CH:43]=[CH:42][C:41]([C:44]([F:47])([F:46])[F:45])=[C:40]([F:48])[CH:39]=2)[C:35]([OH:37])=O)[CH2:32][CH2:31][CH2:30][CH2:29]1.[NH2:49][C:50]1[S:51][CH:52]=[CH:53][N:54]=1. The catalyst is C(Cl)Cl. The yield is 0.640. (2) The reactants are Cl.[C:2]([C:6]1[CH:7]=[C:8]([NH2:19])[N:9]([C:11]2[CH:16]=[CH:15][CH:14]=[C:13]([O:17]C)[CH:12]=2)[N:10]=1)([CH3:5])([CH3:4])[CH3:3].Cl.[NH+]1C=CC=CC=1.O. The catalyst is CCOC(C)=O. The product is [NH2:19][C:8]1[N:9]([C:11]2[CH:12]=[C:13]([OH:17])[CH:14]=[CH:15][CH:16]=2)[N:10]=[C:6]([C:2]([CH3:5])([CH3:4])[CH3:3])[CH:7]=1. The yield is 0.190. (3) The reactants are CC[N:3](C(C)C)C(C)C.C1C=CC2N(O)N=NC=2C=1.[Cl:20][C:21]1[S:47][C:24]2[NH:25][C:26]([C:28]([NH:30][CH:31]3[CH2:40][C:39]4[C:34](=[CH:35]C=[CH:37][CH:38]=4)[N:33](CC(O)CO)[C:32]3=[O:46])=[O:29])=[CH:27][C:23]=2[CH:22]=1.NC1CC2C(=CN=CC=2)NC1=O.CCN=C=NCCCN(C)C. The catalyst is C(Cl)Cl. The product is [Cl:20][C:21]1[S:47][C:24]2[NH:25][C:26]([C:28]([NH:30][CH:31]3[CH2:40][C:39]4[C:34](=[CH:35][N:3]=[CH:37][CH:38]=4)[NH:33][C:32]3=[O:46])=[O:29])=[CH:27][C:23]=2[CH:22]=1. The yield is 0.170. (4) The reactants are [Cl:1][C:2]1[CH:8]=[C:7]([O:9][C:10]2[C:19]3[C:14](=[CH:15][C:16]([O:22][CH3:23])=[C:17]([O:20][CH3:21])[CH:18]=3)[N:13]=[CH:12][N:11]=2)[CH:6]=[CH:5][C:3]=1[NH2:4].ClC(Cl)(O[C:28](=[O:34])[O:29][C:30](Cl)(Cl)Cl)Cl.[Cl:36][C:37]1[CH:42]=[CH:41][CH:40]=[CH:39][C:38]=1CO.C(=O)(O)[O-].[Na+]. The catalyst is C(Cl)Cl.C(N(CC)CC)C.C1(C)C=CC=CC=1. The product is [Cl:1][C:2]1[CH:8]=[C:7]([O:9][C:10]2[C:19]3[C:14](=[CH:15][C:16]([O:22][CH3:23])=[C:17]([O:20][CH3:21])[CH:18]=3)[N:13]=[CH:12][N:11]=2)[CH:6]=[CH:5][C:3]=1[NH:4][C:28](=[O:34])[O:29][CH2:30][C:38]1[CH:39]=[CH:40][CH:41]=[CH:42][C:37]=1[Cl:36]. The yield is 0.930. (5) The reactants are [NH2:1][C@@H:2]1[CH2:8][O:7]C(C)(C)[O:5][CH2:4][C@H:3]1[OH:11].[CH:12]1[C:16]2[N:17]=[CH:18][NH:19][C:20](=[O:21])[C:15]=2[NH:14][CH:13]=1.[CH2:22]=O. The catalyst is O. The product is [OH:7][CH2:8][CH:2]([NH:1][CH2:22][C:12]1[C:16]2[N:17]=[CH:18][NH:19][C:20](=[O:21])[C:15]=2[NH:14][CH:13]=1)[CH:3]([OH:11])[CH2:4][OH:5]. The yield is 0.300. (6) The reactants are [CH:1]([C:4]1[CH:9]=[CH:8][CH:7]=[CH:6][C:5]=1[N:10]=[C:11]1[N:16]=[CH:15][C:14]([CH3:18])([CH3:17])[CH2:13][S:12]1)([CH3:3])[CH3:2].C(N(CC)CC)C.ClCCl.[C:29](Cl)(=[O:32])[CH2:30][CH3:31]. The catalyst is O. The product is [CH:1]([C:4]1[CH:9]=[CH:8][CH:7]=[CH:6][C:5]=1[N:10]=[C:11]1[N:16]([C:29](=[O:32])[CH2:30][CH3:31])[CH2:15][C:14]([CH3:18])([CH3:17])[CH2:13][S:12]1)([CH3:3])[CH3:2]. The yield is 0.560. (7) The reactants are [CH3:1][N:2]([CH3:13])[CH:3]=[CH:4][C:5]([C:7]1[NH:11][C:10]([CH3:12])=[N:9][CH:8]=1)=[O:6].[CH3:14]N(C(OC)OC)C. No catalyst specified. The product is [CH3:13][N:2]([CH3:1])[CH:3]=[CH:4][C:5]([C:7]1[N:11]([CH3:14])[C:10]([CH3:12])=[N:9][CH:8]=1)=[O:6]. The yield is 0.290. (8) The reactants are [F:1][C:2]([F:25])([F:24])[C:3]1[N:8]2[N:9]=[CH:10][C:11]([C:12]#[N:13])=[C:7]2[N:6]=[C:5]([C:14]2[CH:19]=[CH:18][C:17]([C:20]([F:23])([F:22])[F:21])=[CH:16][CH:15]=2)[CH:4]=1.Cl.[NH2:27][OH:28].C(=O)([O-])[O-].[K+].[K+]. The catalyst is C(O)C. The product is [OH:28][NH:27][C:12]([C:11]1[CH:10]=[N:9][N:8]2[C:3]([C:2]([F:25])([F:24])[F:1])=[CH:4][C:5]([C:14]3[CH:19]=[CH:18][C:17]([C:20]([F:23])([F:21])[F:22])=[CH:16][CH:15]=3)=[N:6][C:7]=12)=[NH:13]. The yield is 0.690. (9) The reactants are C([O:3][CH2:4][CH2:5][O:6][NH:7][C:8]([C:10]1[CH:15]=[CH:14][C:13](=[O:16])[N:12]([CH3:17])[C:11]=1[NH:18][C:19]1[CH:24]=[CH:23][C:22]([CH3:25])=[CH:21][C:20]=1[F:26])=[O:9])=C.COC(C1C=CC(=O)N(C)C=1NC1C=CC(C)=CC=1F)=O.C(OCCON)=C.C[Si]([N-][Si](C)(C)C)(C)C.[Li+]. The catalyst is C1COCC1. The product is [OH:3][CH2:4][CH2:5][O:6][NH:7][C:8]([C:10]1[CH:15]=[CH:14][C:13](=[O:16])[N:12]([CH3:17])[C:11]=1[NH:18][C:19]1[CH:24]=[CH:23][C:22]([CH3:25])=[CH:21][C:20]=1[F:26])=[O:9]. The yield is 0.770. (10) The reactants are [CH2:1]([C:5]1[N:6]=[C:7]([CH3:27])[NH:8][C:9](=[O:26])[C:10]=1[CH2:11][C:12]1[CH:17]=[CH:16][C:15]([C:18]2[C:19]([C:24]#[N:25])=[CH:20][CH:21]=[CH:22][CH:23]=2)=[CH:14][CH:13]=1)[CH2:2][CH2:3][CH3:4].[H-].[Na+].Br[CH2:31][C:32](=[O:37])[C:33]([CH3:36])([CH3:35])[CH3:34].[BH4-].[Na+]. The catalyst is C(OCC)(=O)C.CO.CN(C)C=O. The product is [CH2:1]([C:5]1[N:6]=[C:7]([CH3:27])[N:8]([CH2:31][CH:32]([OH:37])[C:33]([CH3:36])([CH3:35])[CH3:34])[C:9](=[O:26])[C:10]=1[CH2:11][C:12]1[CH:17]=[CH:16][C:15]([C:18]2[C:19]([C:24]#[N:25])=[CH:20][CH:21]=[CH:22][CH:23]=2)=[CH:14][CH:13]=1)[CH2:2][CH2:3][CH3:4]. The yield is 0.160.